Dataset: Catalyst prediction with 721,799 reactions and 888 catalyst types from USPTO. Task: Predict which catalyst facilitates the given reaction. (1) Reactant: [NH2:1][CH2:2][CH2:3][O:4][CH2:5][CH2:6][OH:7].[CH3:8][Si:9]([CH3:24])([CH2:18][CH2:19][Si:20]([CH3:23])([CH3:22])[CH3:21])[CH2:10][CH2:11][CH2:12][O:13][CH2:14][CH:15]1[CH2:17][O:16]1. Product: [CH3:24][Si:9]([CH3:8])([CH2:18][CH2:19][Si:20]([CH3:21])([CH3:23])[CH3:22])[CH2:10][CH2:11][CH2:12][O:13][CH2:14][CH:15]([OH:16])[CH2:17][NH:1][CH2:2][CH2:3][O:4][CH2:5][CH2:6][OH:7]. The catalyst class is: 8. (2) Reactant: [Br:1][C:2]1[C:7]([O:8][CH3:9])=[CH:6][C:5]([CH2:10][OH:11])=[CH:4][C:3]=1[O:12][CH3:13].[O:14]1[CH:19]=[CH:18][CH2:17][CH2:16][CH2:15]1.O.C1(C)C=CC(S(O)(=O)=O)=CC=1.COC(C)(C)C. Product: [Br:1][C:2]1[C:7]([O:8][CH3:9])=[CH:6][C:5]([CH2:10][O:11][CH:15]2[CH2:16][CH2:17][CH2:18][CH2:19][O:14]2)=[CH:4][C:3]=1[O:12][CH3:13]. The catalyst class is: 7.